The task is: Predict the reactants needed to synthesize the given product.. This data is from Full USPTO retrosynthesis dataset with 1.9M reactions from patents (1976-2016). (1) Given the product [Cl:17][C:4]1[CH:3]=[C:2]([C:22]2[CH:21]=[CH:20][C:19]([Cl:18])=[CH:24][C:23]=2[Cl:25])[C:10]2[N:9]3[CH2:11][CH2:12][NH:13][C:14](=[O:15])[C:8]3=[C:7]([CH3:16])[C:6]=2[CH:5]=1, predict the reactants needed to synthesize it. The reactants are: Br[C:2]1[C:10]2[N:9]3[CH2:11][CH2:12][NH:13][C:14](=[O:15])[C:8]3=[C:7]([CH3:16])[C:6]=2[CH:5]=[C:4]([Cl:17])[CH:3]=1.[Cl:18][C:19]1[CH:24]=[C:23]([Cl:25])[CH:22]=[CH:21][C:20]=1B(O)O. (2) Given the product [C:2]([C:3]1[CH:4]=[C:5]([NH2:6])[N:17]([C:14]2[CH:15]=[CH:16][C:11]([CH3:19])=[CH:12][CH:13]=2)[N:18]=1)([CH3:9])([CH3:8])[CH3:1], predict the reactants needed to synthesize it. The reactants are: [CH3:1][C:2]([CH3:9])([CH3:8])[C:3](=O)[CH2:4][C:5]#[N:6].Cl.[C:11]1([CH3:19])[CH:16]=[CH:15][C:14]([NH:17][NH2:18])=[CH:13][CH:12]=1. (3) Given the product [Br:1][C:2]1[CH:3]=[C:4]2[C:8](=[CH:9][CH:10]=1)[CH:7]([Cl:14])[CH2:6][CH2:5]2, predict the reactants needed to synthesize it. The reactants are: [Br:1][C:2]1[CH:3]=[C:4]2[C:8](=[CH:9][CH:10]=1)[CH:7](O)[CH2:6][CH2:5]2.S(Cl)([Cl:14])=O. (4) Given the product [C:6]([NH:9][C@H:10]([C:11]([O:13][CH3:41])=[O:12])[CH2:14][S:15][C:16]([O:18][C:19]1[CH:24]=[CH:23][C:22]([C:25]2[CH:30]=[CH:29][C:28]([F:31])=[CH:27][C:26]=2[F:32])=[CH:21][C:20]=1[C:33]([O:35][C:36]([CH3:39])([CH3:38])[CH3:37])=[O:34])=[O:17])(=[O:8])[CH3:7], predict the reactants needed to synthesize it. The reactants are: OS(O)(=O)=O.[C:6]([NH:9][C@@H:10]([CH2:14][S:15][C:16]([O:18][C:19]1[CH:24]=[CH:23][C:22]([C:25]2[CH:30]=[CH:29][C:28]([F:31])=[CH:27][C:26]=2[F:32])=[CH:21][C:20]=1[C:33]([O:35][C:36]([CH3:39])([CH3:38])[CH3:37])=[O:34])=[O:17])[C:11]([OH:13])=[O:12])(=[O:8])[CH3:7].O.[CH3:41]O. (5) Given the product [CH3:22][O:21][C:14]1[CH:13]=[CH:12][C:11]([C@@H:9]2[CH2:10][C@H:8]2[C:6]([OH:7])=[O:5])=[CH:20][C:15]=1[C:16]([O:18][CH3:19])=[O:17], predict the reactants needed to synthesize it. The reactants are: C([O:5][C:6]([C@@H:8]1[CH2:10][C@H:9]1[C:11]1[CH:12]=[CH:13][C:14]([O:21][CH3:22])=[C:15]([CH:20]=1)[C:16]([O:18][CH3:19])=[O:17])=[O:7])(C)(C)C.C(O)(C(F)(F)F)=O.